From a dataset of Peptide-MHC class I binding affinity with 185,985 pairs from IEDB/IMGT. Regression. Given a peptide amino acid sequence and an MHC pseudo amino acid sequence, predict their binding affinity value. This is MHC class I binding data. (1) The peptide sequence is IGVTVIKNNM. The binding affinity (normalized) is 0.159. The MHC is Mamu-B01 with pseudo-sequence Mamu-B01. (2) The peptide sequence is LVTFKTAHAK. The MHC is HLA-A11:01 with pseudo-sequence HLA-A11:01. The binding affinity (normalized) is 0.430.